From a dataset of NCI-60 drug combinations with 297,098 pairs across 59 cell lines. Regression. Given two drug SMILES strings and cell line genomic features, predict the synergy score measuring deviation from expected non-interaction effect. (1) Drug 1: C1=C(C(=O)NC(=O)N1)F. Drug 2: C1=CC(=CC=C1CCCC(=O)O)N(CCCl)CCCl. Cell line: U251. Synergy scores: CSS=57.9, Synergy_ZIP=-9.80, Synergy_Bliss=-7.54, Synergy_Loewe=-4.15, Synergy_HSA=-0.897. (2) Drug 1: C1CC(=O)NC(=O)C1N2CC3=C(C2=O)C=CC=C3N. Drug 2: CC12CCC3C(C1CCC2=O)CC(=C)C4=CC(=O)C=CC34C. Cell line: SF-268. Synergy scores: CSS=18.4, Synergy_ZIP=2.43, Synergy_Bliss=-0.201, Synergy_Loewe=-35.4, Synergy_HSA=1.41.